From a dataset of Forward reaction prediction with 1.9M reactions from USPTO patents (1976-2016). Predict the product of the given reaction. (1) Given the reactants [CH3:1][N:2]1[CH:7]=[C:6]([C:8](=[O:11])[NH:9][CH3:10])[C:5]2[O:12][C:13]([C:21]3[CH:26]=[CH:25][C:24]([C:27]4([NH:31]C(=O)OC(C)(C)C)[CH2:30][CH2:29][CH2:28]4)=[CH:23][CH:22]=3)=[C:14]([C:15]3[CH:20]=[CH:19][CH:18]=[CH:17][CH:16]=3)[C:4]=2[C:3]1=[O:39], predict the reaction product. The product is: [NH2:31][C:27]1([C:24]2[CH:23]=[CH:22][C:21]([C:13]3[O:12][C:5]4[C:6]([C:8]([NH:9][CH3:10])=[O:11])=[CH:7][N:2]([CH3:1])[C:3](=[O:39])[C:4]=4[C:14]=3[C:15]3[CH:16]=[CH:17][CH:18]=[CH:19][CH:20]=3)=[CH:26][CH:25]=2)[CH2:28][CH2:29][CH2:30]1. (2) The product is: [C:61]([C:63]1[CH:71]=[CH:70][C:66]([C:67]([NH:17][CH2:18][C:19](=[O:20])[N:21]2[CH2:22][CH2:23][N:24]([C:27](=[O:38])[C:28]3[CH:33]=[CH:32][CH:31]=[CH:30][C:29]=3[C:34]([F:37])([F:35])[F:36])[CH2:25][CH2:26]2)=[O:68])=[CH:65][CH:64]=1)#[N:62]. Given the reactants CCN(C(C)C)C(C)C.OC(C(F)(F)F)=O.[NH2:17][CH2:18][C:19]([N:21]1[CH2:26][CH2:25][N:24]([C:27](=[O:38])[C:28]2[CH:33]=[CH:32][CH:31]=[CH:30][C:29]=2[C:34]([F:37])([F:36])[F:35])[CH2:23][CH2:22]1)=[O:20].C1C=CC2N(O)N=NC=2C=1.CCN=C=NCCCN(C)C.Cl.[C:61]([C:63]1[CH:71]=[CH:70][C:66]([C:67](O)=[O:68])=[CH:65][CH:64]=1)#[N:62], predict the reaction product. (3) Given the reactants [NH2:1][C:2]1[C:7]([N+:8]([O-:10])=[O:9])=[CH:6][CH:5]=[CH:4][C:3]=1[OH:11].[C:12]([O-])([O-])=O.[K+].[K+].CI.O, predict the reaction product. The product is: [CH3:12][O:11][C:3]1[CH:4]=[CH:5][CH:6]=[C:7]([N+:8]([O-:10])=[O:9])[C:2]=1[NH2:1]. (4) Given the reactants [Cl:1][C:2]1[C:7]2[C:8](=[O:11])[NH:9][NH:10][C:6]=2[CH:5]=[C:4]([Cl:12])[N:3]=1.Cl[C:14]([C:27]1[CH:32]=[CH:31][CH:30]=[CH:29][CH:28]=1)([C:21]1[CH:26]=[CH:25][CH:24]=[CH:23][CH:22]=1)[C:15]1[CH:20]=[CH:19][CH:18]=[CH:17][CH:16]=1.[H-].[Na+].[C:35](=O)([O-])[O-].[K+].[K+].IC, predict the reaction product. The product is: [Cl:1][C:2]1[C:7]2[C:8]([O:11][CH3:35])=[N:9][N:10]([C:14]([C:27]3[CH:32]=[CH:31][CH:30]=[CH:29][CH:28]=3)([C:21]3[CH:26]=[CH:25][CH:24]=[CH:23][CH:22]=3)[C:15]3[CH:20]=[CH:19][CH:18]=[CH:17][CH:16]=3)[C:6]=2[CH:5]=[C:4]([Cl:12])[N:3]=1. (5) Given the reactants [NH2:1][CH2:2][C@H:3]1[CH2:8][CH2:7][C@H:6]([C:9]([OH:11])=[O:10])[CH2:5][CH2:4]1.[OH-].[Na+].Cl[C:15]([O:17][CH2:18][C:19]1[CH:24]=[CH:23][CH:22]=[CH:21][CH:20]=1)=[O:16], predict the reaction product. The product is: [CH2:18]([O:17][C:15]([NH:1][CH2:2][C@H:3]1[CH2:4][CH2:5][C@H:6]([C:9]([OH:11])=[O:10])[CH2:7][CH2:8]1)=[O:16])[C:19]1[CH:24]=[CH:23][CH:22]=[CH:21][CH:20]=1. (6) Given the reactants C(N(C(C)C)CC)(C)C.[NH2:10][C:11]1[CH:12]=[C:13]([NH:25][S:26]([C:29]2[CH:34]=[CH:33][CH:32]=[CH:31][CH:30]=2)(=[O:28])=[O:27])[CH:14]=[CH:15][C:16]=1[NH:17][CH2:18][CH:19]1[CH2:24][CH2:23][CH2:22][CH2:21][CH2:20]1.[CH3:35][C:36]1([C:39](O)=O)[CH2:38][CH2:37]1.CN(C(ON1N=NC2C=CC=NC1=2)=[N+](C)C)C.F[P-](F)(F)(F)(F)F, predict the reaction product. The product is: [CH:19]1([CH2:18][N:17]2[C:16]3[CH:15]=[CH:14][C:13]([NH:25][S:26]([C:29]4[CH:30]=[CH:31][CH:32]=[CH:33][CH:34]=4)(=[O:28])=[O:27])=[CH:12][C:11]=3[N:10]=[C:35]2[C:36]2([CH3:39])[CH2:38][CH2:37]2)[CH2:20][CH2:21][CH2:22][CH2:23][CH2:24]1.